Dataset: Forward reaction prediction with 1.9M reactions from USPTO patents (1976-2016). Task: Predict the product of the given reaction. (1) Given the reactants [Cl:1][C:2]1[CH:3]=[C:4]([NH:9][C:10]2[CH:15]=[C:14]([NH:16][CH2:17][CH:18]3[CH2:20][CH2:19]3)[N:13]3[N:21]=[CH:22][C:23]([CH:24]=O)=[C:12]3[N:11]=2)[CH:5]=[CH:6][C:7]=1[F:8].[NH:26]1[CH2:32][C:30](=[O:31])[NH:29][C:27]1=[O:28].N1CCCCC1, predict the reaction product. The product is: [Cl:1][C:2]1[CH:3]=[C:4]([NH:9][C:10]2[CH:15]=[C:14]([NH:16][CH2:17][CH:18]3[CH2:19][CH2:20]3)[N:13]3[N:21]=[CH:22][C:23](/[CH:24]=[C:32]4/[C:30](=[O:31])[NH:29][C:27](=[O:28])[NH:26]/4)=[C:12]3[N:11]=2)[CH:5]=[CH:6][C:7]=1[F:8]. (2) Given the reactants FC1C=C(C=CC=1)CN1C2C(=CC=CC=2CCC2C=CC(C(O)=O)=CC=2)CC1.[CH3:29][O:30][C:31]1[CH:32]=[C:33]([CH:56]=[CH:57][CH:58]=1)[CH2:34][N:35]1[CH2:43][C:42]2[C:37](=[CH:38][CH:39]=[CH:40][C:41]=2[CH2:44][CH2:45][C:46]2[CH:55]=[CH:54][C:49]([C:50]([O:52]C)=[O:51])=[CH:48][CH:47]=2)[CH2:36]1.[Li+].[OH-], predict the reaction product. The product is: [CH3:29][O:30][C:31]1[CH:32]=[C:33]([CH:56]=[CH:57][CH:58]=1)[CH2:34][N:35]1[CH2:43][C:42]2[C:37](=[CH:38][CH:39]=[CH:40][C:41]=2[CH2:44][CH2:45][C:46]2[CH:47]=[CH:48][C:49]([C:50]([OH:52])=[O:51])=[CH:54][CH:55]=2)[CH2:36]1. (3) Given the reactants CCN(C(C)C)C(C)C.[F:10][C:11]1[CH:16]=[CH:15][CH:14]=[CH:13][C:12]=1[C:17]1[NH:21][N:20]=[C:19]([C:22]([OH:24])=O)[CH:18]=1.C1(C2NN=C(C(O)=O)C=2)C=CC=CC=1.FC1C=CC=CC=1C(=O)C.C1C=CC2N(O)N=NC=2C=1.CCN=C=NCCCN(C)C.Cl.Cl.[NH2:72][CH2:73][C:74]([N:76]1[CH2:81][CH2:80][CH:79]([O:82][C:83]2[CH:88]=[CH:87][CH:86]=[C:85]([C:89]([F:92])([F:91])[F:90])[CH:84]=2)[CH2:78][CH2:77]1)=[O:75], predict the reaction product. The product is: [O:75]=[C:74]([N:76]1[CH2:77][CH2:78][CH:79]([O:82][C:83]2[CH:88]=[CH:87][CH:86]=[C:85]([C:89]([F:92])([F:90])[F:91])[CH:84]=2)[CH2:80][CH2:81]1)[CH2:73][NH:72][C:22]([C:19]1[CH:18]=[C:17]([C:12]2[CH:13]=[CH:14][CH:15]=[CH:16][C:11]=2[F:10])[NH:21][N:20]=1)=[O:24]. (4) Given the reactants [Cl:1][C:2]1[CH:7]=[CH:6][C:5]([CH2:8]Cl)=[CH:4][N:3]=1.[CH3:10][NH:11][C:12]([CH3:15])([CH3:14])[CH3:13].C(=O)([O-])[O-].[K+].[K+], predict the reaction product. The product is: [CH3:10][N:11]([C:12]([CH3:15])([CH3:14])[CH3:13])[CH2:8][C:5]1[CH:4]=[N:3][C:2]([Cl:1])=[CH:7][CH:6]=1. (5) Given the reactants N[C:2]1[C:11]2[C:6](=[CH:7][CH:8]=[CH:9][CH:10]=2)[C:5]([N+:12]([O-:14])=[O:13])=[CH:4][N:3]=1.[OH:15]S(O)(=O)=O.N([O-])=O.[Na+], predict the reaction product. The product is: [OH:15][C:2]1[C:11]2[C:6](=[CH:7][CH:8]=[CH:9][CH:10]=2)[C:5]([N+:12]([O-:14])=[O:13])=[CH:4][N:3]=1. (6) Given the reactants C(OC(=O)[NH:7][CH2:8][C:9]([N:11]1[CH2:16][CH2:15][N:14]([C:17]2[CH:22]=[CH:21][CH:20]=[C:19]([C:23]3[NH:27][C:26]4[CH:28]=[CH:29][CH:30]=[CH:31][C:25]=4[N:24]=3)[CH:18]=2)[CH2:13][CH2:12]1)=O)(C)(C)C, predict the reaction product. The product is: [NH:24]1[C:25]2[CH:31]=[CH:30][CH:29]=[CH:28][C:26]=2[N:27]=[C:23]1[C:19]1[CH:18]=[C:17]([N:14]2[CH2:13][CH2:12][N:11]([CH2:9][CH2:8][NH2:7])[CH2:16][CH2:15]2)[CH:22]=[CH:21][CH:20]=1. (7) The product is: [CH2:1]([O:8][C:9]1[CH:10]=[C:11]([CH2:12][C:22]#[N:23])[CH:14]=[CH:15][C:16]=1[O:17][CH2:18][CH3:19])[C:2]1[CH:7]=[CH:6][CH:5]=[CH:4][CH:3]=1. Given the reactants [CH2:1]([O:8][C:9]1[CH:10]=[C:11]([CH:14]=[CH:15][C:16]=1[O:17][CH2:18][CH3:19])[CH2:12]O)[C:2]1[CH:7]=[CH:6][CH:5]=[CH:4][CH:3]=1.CC(C)(O)[C:22]#[N:23].C1(P(C2C=CC=CC=2)C2C=CC=CC=2)C=CC=CC=1.N(C(OCC)=O)=NC(OCC)=O, predict the reaction product.